From a dataset of Peptide-MHC class I binding affinity with 185,985 pairs from IEDB/IMGT. Regression. Given a peptide amino acid sequence and an MHC pseudo amino acid sequence, predict their binding affinity value. This is MHC class I binding data. The peptide sequence is HFISNSWLM. The MHC is HLA-A01:01 with pseudo-sequence HLA-A01:01. The binding affinity (normalized) is 0.339.